This data is from Forward reaction prediction with 1.9M reactions from USPTO patents (1976-2016). The task is: Predict the product of the given reaction. (1) Given the reactants [F:1][C:2]1[CH:29]=[CH:28][CH:27]=[CH:26][C:3]=1[CH2:4][N:5]1[C:9]2=[N:10][CH:11]=[CH:12][CH:13]=[C:8]2[C:7]([C:14]2[N:19]=[CH:18][C:17]([N:20]3[CH2:24][CH2:23][C@@H:22]([OH:25])[CH2:21]3)=[CH:16][N:15]=2)=[N:6]1.[H-].[Na+].I[CH3:33].O, predict the reaction product. The product is: [F:1][C:2]1[CH:29]=[CH:28][CH:27]=[CH:26][C:3]=1[CH2:4][N:5]1[C:9]2=[N:10][CH:11]=[CH:12][CH:13]=[C:8]2[C:7]([C:14]2[N:19]=[CH:18][C:17]([N:20]3[CH2:24][CH2:23][C@H:22]([O:25][CH3:33])[CH2:21]3)=[CH:16][N:15]=2)=[N:6]1. (2) Given the reactants [C:1]([C:5]1[CH:10]=[CH:9][C:8]([C:11]2[N:12]([C:30](Cl)=[O:31])[C@H:13]([C:23]3[CH:28]=[CH:27][C:26]([Cl:29])=[CH:25][CH:24]=3)[C@H:14]([C:16]3[CH:21]=[CH:20][C:19]([Cl:22])=[CH:18][CH:17]=3)[N:15]=2)=[C:7]([O:33][CH2:34][CH3:35])[CH:6]=1)([CH3:4])([CH3:3])[CH3:2].[N:36]1([CH2:42][CH2:43][C:44]([OH:46])=[O:45])[CH2:41][CH2:40][NH:39][CH2:38][CH2:37]1, predict the reaction product. The product is: [ClH:22].[C:1]([C:5]1[CH:10]=[CH:9][C:8]([C:11]2[N:12]([C:30]([N:39]3[CH2:38][CH2:37][N:36]([CH2:42][CH2:43][C:44]([OH:46])=[O:45])[CH2:41][CH2:40]3)=[O:31])[C@H:13]([C:23]3[CH:24]=[CH:25][C:26]([Cl:29])=[CH:27][CH:28]=3)[C@H:14]([C:16]3[CH:21]=[CH:20][C:19]([Cl:22])=[CH:18][CH:17]=3)[N:15]=2)=[C:7]([O:33][CH2:34][CH3:35])[CH:6]=1)([CH3:4])([CH3:2])[CH3:3]. (3) Given the reactants [F:1][C:2]1[CH:7]=[CH:6][C:5]([CH2:8][C:9]([CH:11]2[C:16](=O)[CH2:15][CH2:14][S:13][CH2:12]2)=O)=[CH:4][CH:3]=1.[CH3:18][O:19][C:20]1[CH:21]=[C:22]([NH:32][C:33]([NH2:35])=[NH:34])[CH:23]=[CH:24][C:25]=1[N:26]1[CH:30]=[C:29]([CH3:31])[N:28]=[CH:27]1.C(=O)([O-])[O-].[K+].[K+].C(Cl)Cl, predict the reaction product. The product is: [F:1][C:2]1[CH:7]=[CH:6][C:5]([CH2:8][C:9]2[C:11]3[CH2:12][S:13][CH2:14][CH2:15][C:16]=3[N:35]=[C:33]([NH:32][C:22]3[CH:23]=[CH:24][C:25]([N:26]4[CH:30]=[C:29]([CH3:31])[N:28]=[CH:27]4)=[C:20]([O:19][CH3:18])[CH:21]=3)[N:34]=2)=[CH:4][CH:3]=1. (4) Given the reactants [Br:1][C:2]1[CH:3]=[C:4](B2OC(C)(C)C(C)(C)O2)[CH:5]=[C:6]([O:8][CH3:9])[CH:7]=1.I[C:20]1[C:28]2[C:23](=[N:24][CH:25]=[N:26][C:27]=2[NH2:29])[N:22]([CH:30]([CH3:32])[CH3:31])[N:21]=1.C([O-])([O-])=O.[Na+].[Na+], predict the reaction product. The product is: [Br:1][C:2]1[CH:3]=[C:4]([C:20]2[C:28]3[C:23](=[N:24][CH:25]=[N:26][C:27]=3[NH2:29])[N:22]([CH:30]([CH3:32])[CH3:31])[N:21]=2)[CH:5]=[C:6]([O:8][CH3:9])[CH:7]=1. (5) Given the reactants [NH:1]1[C:9]2[C:4](=[CH:5][CH:6]=[CH:7][CH:8]=2)[C:3]([CH2:10][CH2:11][NH:12][C:13]([CH:15]([CH2:22][CH2:23][C:24]2[CH:29]=[CH:28][CH:27]=[CH:26][CH:25]=2)[CH2:16][C:17]([O:19]CC)=[O:18])=[O:14])=[CH:2]1.[Li], predict the reaction product. The product is: [NH:1]1[C:9]2[C:4](=[CH:5][CH:6]=[CH:7][CH:8]=2)[C:3]([CH2:10][CH2:11][NH:12][C:13]([CH:15]([CH2:22][CH2:23][C:24]2[CH:25]=[CH:26][CH:27]=[CH:28][CH:29]=2)[CH2:16][C:17]([OH:19])=[O:18])=[O:14])=[CH:2]1. (6) Given the reactants [NH2:1][C:2]1([C:12]([O:14][CH3:15])=[O:13])[CH2:11][CH2:10][C:5]2([O:9][CH2:8][CH2:7][O:6]2)[CH2:4][CH2:3]1.C(N(CC)CC)C.[Br:23][C:24]1[CH:25]=[CH:26][C:27]([CH3:34])=[C:28]([CH2:30][C:31](Cl)=[O:32])[CH:29]=1, predict the reaction product. The product is: [Br:23][C:24]1[CH:25]=[CH:26][C:27]([CH3:34])=[C:28]([CH2:30][C:31]([NH:1][C:2]2([C:12]([O:14][CH3:15])=[O:13])[CH2:3][CH2:4][C:5]3([O:9][CH2:8][CH2:7][O:6]3)[CH2:10][CH2:11]2)=[O:32])[CH:29]=1. (7) Given the reactants [Br:1][C:2]1[CH:3]=[C:4]2[C:12](=[CH:13][CH:14]=1)[N:11](S(C1C=CC=CC=1)(=O)=O)[C:10]1[CH:9]([OH:24])[CH2:8][CH2:7][CH2:6][C:5]2=1.[CH2:25](Br)[C:26]1[CH:31]=[CH:30][CH:29]=[CH:28][CH:27]=1.[H-].[Na+].C(OCC1C=CC=CC=1)C1C=CC=CC=1.[OH-].[Na+], predict the reaction product. The product is: [Br:1][C:2]1[CH:3]=[C:4]2[C:12](=[CH:13][CH:14]=1)[NH:11][C:10]1[CH:9]([O:24][CH2:25][C:26]3[CH:31]=[CH:30][CH:29]=[CH:28][CH:27]=3)[CH2:8][CH2:7][CH2:6][C:5]2=1.